Dataset: Forward reaction prediction with 1.9M reactions from USPTO patents (1976-2016). Task: Predict the product of the given reaction. Given the reactants [Cl:1][C:2]1[C:33]([CH3:34])=[CH:32][C:5]([O:6][CH2:7][CH2:8][CH2:9][C:10]2[C:18]3[C:13](=[C:14]([C:19]4[C:20]([CH3:25])=[N:21][NH:22][C:23]=4[CH3:24])[CH:15]=[CH:16][CH:17]=3)[N:12]([CH2:26][CH2:27][C:28]([OH:30])=[O:29])[C:11]=2[CH3:31])=[CH:4][C:3]=1[CH3:35].C(=O)([O-])[O-].[Cs+].[Cs+].Br[CH2:43][CH:44]1[CH2:48][CH2:47][O:46][CH2:45]1, predict the reaction product. The product is: [Cl:1][C:2]1[C:33]([CH3:34])=[CH:32][C:5]([O:6][CH2:7][CH2:8][CH2:9][C:10]2[C:18]3[C:13](=[C:14]([C:19]4[C:23]([CH3:24])=[N:22][N:21]([CH2:43][CH:44]5[CH2:48][CH2:47][O:46][CH2:45]5)[C:20]=4[CH3:25])[CH:15]=[CH:16][CH:17]=3)[N:12]([CH2:26][CH2:27][C:28]([OH:30])=[O:29])[C:11]=2[CH3:31])=[CH:4][C:3]=1[CH3:35].